Task: Predict which catalyst facilitates the given reaction.. Dataset: Catalyst prediction with 721,799 reactions and 888 catalyst types from USPTO Reactant: [O:1]=[C:2]1[C:7]([C:14]2[CH:19]=[CH:18][CH:17]=[CH:16][CH:15]=2)([C:8]2[CH:13]=[CH:12][CH:11]=[CH:10][CH:9]=2)[CH2:6][CH2:5][CH2:4][N:3]1[CH2:20][C:21](O)=[O:22].Cl.[F:25][C:26]1[CH:31]=[CH:30][C:29]([C:32]([C:39]2[CH:44]=[CH:43][C:42]([F:45])=[CH:41][CH:40]=2)=[C:33]2[CH2:38][CH2:37][NH:36][CH2:35][CH2:34]2)=[CH:28][CH:27]=1.F[P-](F)(F)(F)(F)F.N1(OC(N(C)C)=[N+](C)C)C2N=CC=CC=2N=N1.C(N(C(C)C)CC)(C)C. Product: [F:45][C:42]1[CH:41]=[CH:40][C:39]([C:32]([C:29]2[CH:30]=[CH:31][C:26]([F:25])=[CH:27][CH:28]=2)=[C:33]2[CH2:38][CH2:37][N:36]([C:21](=[O:22])[CH2:20][N:3]3[CH2:4][CH2:5][CH2:6][C:7]([C:14]4[CH:19]=[CH:18][CH:17]=[CH:16][CH:15]=4)([C:8]4[CH:13]=[CH:12][CH:11]=[CH:10][CH:9]=4)[C:2]3=[O:1])[CH2:35][CH2:34]2)=[CH:44][CH:43]=1. The catalyst class is: 2.